This data is from Peptide-MHC class I binding affinity with 185,985 pairs from IEDB/IMGT. The task is: Regression. Given a peptide amino acid sequence and an MHC pseudo amino acid sequence, predict their binding affinity value. This is MHC class I binding data. The peptide sequence is SYRNFSFSL. The MHC is HLA-A26:03 with pseudo-sequence HLA-A26:03. The binding affinity (normalized) is 0.0847.